From a dataset of Peptide-MHC class I binding affinity with 185,985 pairs from IEDB/IMGT. Regression. Given a peptide amino acid sequence and an MHC pseudo amino acid sequence, predict their binding affinity value. This is MHC class I binding data. (1) The peptide sequence is SMFWDGMDY. The MHC is HLA-A11:01 with pseudo-sequence HLA-A11:01. The binding affinity (normalized) is 1.00. (2) The peptide sequence is DDVSREKSM. The MHC is HLA-B40:01 with pseudo-sequence HLA-B40:01. The binding affinity (normalized) is 0.379. (3) The peptide sequence is EDDDAASSR. The MHC is HLA-A11:01 with pseudo-sequence HLA-A11:01. The binding affinity (normalized) is 0.